Dataset: Reaction yield outcomes from USPTO patents with 853,638 reactions. Task: Predict the reaction yield, written as a fraction of the theoretical maximum amount of product (1.0 means a 100% yield; for example, 0.34 means a 34% yield). The reactants are CN(C)/[CH:3]=[CH:4]/[C:5]1[C:6]([N+:19]([O-])=O)=[C:7]([C:13]([N+:16]([O-])=O)=[CH:14][CH:15]=1)[C:8]([O:10][CH2:11][CH3:12])=[O:9]. The catalyst is [Ni].CCO. The product is [NH2:16][C:13]1[C:7]([C:8]([O:10][CH2:11][CH3:12])=[O:9])=[C:6]2[C:5]([CH:4]=[CH:3][NH:19]2)=[CH:15][CH:14]=1. The yield is 0.160.